From a dataset of Forward reaction prediction with 1.9M reactions from USPTO patents (1976-2016). Predict the product of the given reaction. (1) Given the reactants C(N(CC)CC)C.[P:8]([O-:20])([O:15][C:16]([CH3:19])([CH3:18])[CH3:17])([O:10][C:11]([CH3:14])([CH3:13])[CH3:12])=[O:9].[C:21]([O:29][CH2:30]Cl)(=[O:28])/[CH:22]=[CH:23]/[C:24]([O:26][CH3:27])=[O:25], predict the reaction product. The product is: [CH3:27][O:26][C:24](=[O:25])/[CH:23]=[CH:22]/[C:21]([O:29][CH2:30][O:9][P:8]([O:10][C:11]([CH3:13])([CH3:14])[CH3:12])([O:15][C:16]([CH3:19])([CH3:18])[CH3:17])=[O:20])=[O:28]. (2) The product is: [CH2:47]([O:48][C:49]([O:51][CH:52]([O:6][C:5](=[O:7])[C:4]1[CH:8]=[CH:9][CH:10]=[C:11]([CH2:12][CH:13]([NH:27][C:28](=[O:45])[CH2:29][CH2:30][C:31]2([CH3:44])[O:39][CH:38]3[C:33]([CH3:43])([CH:34]4[CH2:40][CH:36]([CH2:37]3)[C:35]4([CH3:42])[CH3:41])[O:32]2)[B:14]2[O:22][CH:21]3[C:16]([CH3:26])([CH:17]4[CH2:23][CH:19]([CH2:20]3)[C:18]4([CH3:25])[CH3:24])[O:15]2)[C:3]=1[O:2][CH3:1])[CH3:53])=[O:50])[CH3:46]. Given the reactants [CH3:1][O:2][C:3]1[C:11]([CH2:12][CH:13]([NH:27][C:28](=[O:45])[CH2:29][CH2:30][C:31]2([CH3:44])[O:39][CH:38]3[C:33]([CH3:43])([CH:34]4[CH2:40][CH:36]([CH2:37]3)[C:35]4([CH3:42])[CH3:41])[O:32]2)[B:14]2[O:22][CH:21]3[C:16]([CH3:26])([CH:17]4[CH2:23][CH:19]([CH2:20]3)[C:18]4([CH3:25])[CH3:24])[O:15]2)=[CH:10][CH:9]=[CH:8][C:4]=1[C:5]([OH:7])=[O:6].[CH3:46][CH2:47][O:48][C:49]([O:51][CH:52](Cl)[CH3:53])=[O:50], predict the reaction product. (3) Given the reactants C([O:3][C:4]([C:6]1[C:7]([C:12]2[CH:17]=[CH:16][C:15]([F:18])=[CH:14][N:13]=2)=[N:8][O:9][C:10]=1[CH3:11])=O)C.[H-].[Al+3].[Li+].[H-].[H-].[H-].O.[OH-].[Na+], predict the reaction product. The product is: [F:18][C:15]1[CH:16]=[CH:17][C:12]([C:7]2[C:6]([CH2:4][OH:3])=[C:10]([CH3:11])[O:9][N:8]=2)=[N:13][CH:14]=1. (4) Given the reactants C([O:8][C:9]([C@:11]12[CH2:55][CH2:54][C@@H:53]([C:56]([CH3:58])=[CH2:57])[C@@H:12]1[C@@H:13]1[C@@:26]([CH3:29])([CH2:27][CH2:28]2)[C@@:25]2([CH3:30])[C@@H:16]([C@:17]3([CH3:52])[C@@H:22]([CH2:23][CH2:24]2)[C:21]([CH3:32])([CH3:31])[C:20]([C:33]2[CH2:51][C:35]4([CH2:38][C:37]([C:45]([O:47][CH:48]([CH3:50])[CH3:49])=[O:46])([C:39]([O:41][CH:42]([CH3:44])[CH3:43])=[O:40])[CH2:36]4)[CH:34]=2)=[CH:19][CH2:18]3)[CH2:15][CH2:14]1)=[O:10])C1C=CC=CC=1.C(N(CC)CC)C.[C:66]([SiH:70]([CH3:72])[CH3:71])([CH3:69])([CH3:68])[CH3:67], predict the reaction product. The product is: [Si:70]([O:10][C:9]([C@:11]12[CH2:55][CH2:54][C@@H:53]([C:56]([CH3:58])=[CH2:57])[C@@H:12]1[C@@H:13]1[C@@:26]([CH3:29])([CH2:27][CH2:28]2)[C@@:25]2([CH3:30])[C@@H:16]([C@:17]3([CH3:52])[C@@H:22]([CH2:23][CH2:24]2)[C:21]([CH3:31])([CH3:32])[C:20]([C:33]2[CH2:51][C:35]4([CH2:36][C:37]([C:39]([O:41][CH:42]([CH3:43])[CH3:44])=[O:40])([C:45]([O:47][CH:48]([CH3:50])[CH3:49])=[O:46])[CH2:38]4)[CH:34]=2)=[CH:19][CH2:18]3)[CH2:15][CH2:14]1)=[O:8])([C:66]([CH3:69])([CH3:68])[CH3:67])([CH3:72])[CH3:71].